This data is from Full USPTO retrosynthesis dataset with 1.9M reactions from patents (1976-2016). The task is: Predict the reactants needed to synthesize the given product. Given the product [CH2:12]([O:14][C:15]([C:16]1[S:4][C:3]([N:2]([CH3:1])[C:6]2[CH:11]=[CH:10][CH:9]=[CH:8][CH:7]=2)=[N:5][C:17]=1[CH3:18])=[O:21])[CH3:13], predict the reactants needed to synthesize it. The reactants are: [CH3:1][N:2]([C:6]1[CH:11]=[CH:10][CH:9]=[CH:8][CH:7]=1)[C:3]([NH2:5])=[S:4].[CH2:12]([O:14][C:15](=[O:21])[CH:16](Cl)[C:17](=O)[CH3:18])[CH3:13].